From a dataset of Catalyst prediction with 721,799 reactions and 888 catalyst types from USPTO. Predict which catalyst facilitates the given reaction. (1) Reactant: [NH2:1]OS(O)(=O)=O.[CH2:7]([S:9][CH2:10][CH3:11])[CH3:8].[OH-].[Na+].[Cl:14][C:15]1[CH:16]=[C:17]([CH3:27])[C:18]2[NH:23]C(=O)[O:21][C:20](=O)[C:19]=2[CH:26]=1. Product: [NH2:23][C:18]1[C:17]([CH3:27])=[CH:16][C:15]([Cl:14])=[CH:26][C:19]=1[C:20]([N:1]=[S:9]([CH2:10][CH3:11])[CH2:7][CH3:8])=[O:21]. The catalyst class is: 226. (2) The catalyst class is: 800. Product: [Cl:33][C:19]1[C:18]2[C:23](=[CH:24][CH:25]=[C:16]([C:8]([C:5]3[CH:4]=[CH:3][C:2]([Cl:1])=[CH:7][CH:6]=3)([C:10]3[CH:11]=[N:12][CH:13]=[CH:14][CH:15]=3)[OH:9])[CH:17]=2)[N:22]=[C:21]([C:38]2[CH:39]=[N:34][CH:35]=[N:36][CH:37]=2)[C:20]=1[C:27]1[CH:32]=[CH:31][CH:30]=[CH:29][CH:28]=1. Reactant: [Cl:1][C:2]1[CH:7]=[CH:6][C:5]([C:8]([C:16]2[CH:17]=[C:18]3[C:23](=[CH:24][CH:25]=2)[N:22]=[C:21](Cl)[C:20]([C:27]2[CH:32]=[CH:31][CH:30]=[CH:29][CH:28]=2)=[C:19]3[Cl:33])([C:10]2[CH:11]=[N:12][CH:13]=[CH:14][CH:15]=2)[OH:9])=[CH:4][CH:3]=1.[N:34]1[CH:39]=[C:38](B(O)O)[CH:37]=[N:36][CH:35]=1.C([O-])([O-])=O.[K+].[K+].O. (3) Reactant: [CH2:1]([N:8]1[C:12]2[N:13]=[CH:14][C:15]3[CH:16]=[C:17](Br)[C:18]([O:21][CH3:22])=[CH:19][C:20]=3[C:11]=2[C:10]([CH:24]2[CH2:26][CH2:25]2)=[N:9]1)[C:2]1[CH:7]=[CH:6][CH:5]=[CH:4][CH:3]=1.[B:27]1([B:27]2[O:31][C:30]([CH3:33])([CH3:32])[C:29]([CH3:35])([CH3:34])[O:28]2)[O:31][C:30]([CH3:33])([CH3:32])[C:29]([CH3:35])([CH3:34])[O:28]1.C([O-])(=O)C.[K+]. Product: [CH2:1]([N:8]1[C:12]2[N:13]=[CH:14][C:15]3[CH:16]=[C:17]([B:27]4[O:31][C:30]([CH3:33])([CH3:32])[C:29]([CH3:35])([CH3:34])[O:28]4)[C:18]([O:21][CH3:22])=[CH:19][C:20]=3[C:11]=2[C:10]([CH:24]2[CH2:26][CH2:25]2)=[N:9]1)[C:2]1[CH:7]=[CH:6][CH:5]=[CH:4][CH:3]=1. The catalyst class is: 75.